From a dataset of Catalyst prediction with 721,799 reactions and 888 catalyst types from USPTO. Predict which catalyst facilitates the given reaction. (1) Reactant: [C:1]([C:4]1[N:5]=[N:6][N:7]([C:9]2[CH:10]=[C:11]([CH:24]=[C:25]([N:27]([S:31]([CH3:34])(=[O:33])=[O:32])[CH2:28][CH2:29][CH3:30])[CH:26]=2)[C:12]([NH:14][C@@H:15]([C:17]2[CH:22]=[CH:21][C:20]([F:23])=[CH:19][CH:18]=2)[CH3:16])=[O:13])[CH:8]=1)(=[O:3])[CH3:2].C([Li])[C:36]1[CH:41]=[CH:40][CH:39]=[CH:38][CH:37]=1.[CH2:43]1COCC1. Product: [F:23][C:20]1[CH:19]=[CH:18][C:17]([C@H:15]([NH:14][C:12](=[O:13])[C:11]2[CH:24]=[C:25]([N:27]([S:31]([CH3:34])(=[O:32])=[O:33])[CH2:28][CH2:29][CH3:30])[CH:26]=[C:9]([N:7]3[CH:8]=[C:4]([C:1]([OH:3])([CH3:43])[CH2:2][C:36]4[CH:41]=[CH:40][CH:39]=[CH:38][CH:37]=4)[N:5]=[N:6]3)[CH:10]=2)[CH3:16])=[CH:22][CH:21]=1. The catalyst class is: 28. (2) The catalyst class is: 1. Product: [F:36][C:15]([F:37])([O:16][C:17]1[CH:22]=[CH:21][C:20]([C:23]2[CH:28]=[C:27]([F:29])[C:26]([C:30]([F:33])([F:32])[F:31])=[C:25]([F:34])[CH:24]=2)=[C:19]([F:35])[CH:18]=1)[C:11]1[C:12]([F:14])=[CH:13][C:8]([CH:39]=[O:40])=[CH:9][C:10]=1[F:38]. Reactant: [Mg].C([Mg]Cl)(C)C.Br[C:8]1[CH:13]=[C:12]([F:14])[C:11]([C:15]([F:37])([F:36])[O:16][C:17]2[CH:22]=[CH:21][C:20]([C:23]3[CH:28]=[C:27]([F:29])[C:26]([C:30]([F:33])([F:32])[F:31])=[C:25]([F:34])[CH:24]=3)=[C:19]([F:35])[CH:18]=2)=[C:10]([F:38])[CH:9]=1.[CH:39](N1CCCCC1)=[O:40].[Cl-].[NH4+]. (3) Reactant: O=[C:2]1[CH2:6][CH2:5][C@H:4]([C:7]([NH:9][C:10]2[CH2:17][CH2:16][C:13]3([CH2:15][CH2:14]3)[CH2:12][C:11]=2[C:18]([O:20][CH2:21][CH3:22])=[O:19])=[O:8])[CH2:3]1.[F:23][C:24]1[CH:29]=[CH:28][C:27]([N:30]2[CH2:35][CH2:34][NH:33][CH2:32][CH2:31]2)=[CH:26][CH:25]=1.C(O)(=O)C.C(O[BH-](OC(=O)C)OC(=O)C)(=O)C.[Na+].C(=O)(O)[O-].[Na+]. Product: [F:23][C:24]1[CH:25]=[CH:26][C:27]([N:30]2[CH2:35][CH2:34][N:33]([C@@H:2]3[CH2:6][CH2:5][C@H:4]([C:7]([NH:9][C:10]4[CH2:17][CH2:16][C:13]5([CH2:15][CH2:14]5)[CH2:12][C:11]=4[C:18]([O:20][CH2:21][CH3:22])=[O:19])=[O:8])[CH2:3]3)[CH2:32][CH2:31]2)=[CH:28][CH:29]=1. The catalyst class is: 26. (4) Reactant: Br[C:2]1[C:3]([CH2:22][OH:23])=[C:4]([N:8]2[CH2:20][CH2:19][N:11]3[C:12]4[CH2:13][CH2:14][CH2:15][CH2:16][C:17]=4[CH:18]=[C:10]3[C:9]2=[O:21])[CH:5]=[CH:6][CH:7]=1.[CH3:24][C:25]1([CH3:41])[C:29]([CH3:31])([CH3:30])[O:28][B:27]([B:27]2[O:28][C:29]([CH3:31])([CH3:30])[C:25]([CH3:41])([CH3:24])[O:26]2)[O:26]1.C(Cl)Cl.[CH3:45][C:46]([O-])=[O:47].[K+]. Product: [C:46]([O:23][CH2:22][C:3]1[C:2]([B:27]2[O:28][C:29]([CH3:31])([CH3:30])[C:25]([CH3:24])([CH3:41])[O:26]2)=[CH:7][CH:6]=[CH:5][C:4]=1[N:8]1[CH2:20][CH2:19][N:11]2[C:12]3[CH2:13][CH2:14][CH2:15][CH2:16][C:17]=3[CH:18]=[C:10]2[C:9]1=[O:21])(=[O:47])[CH3:45]. The catalyst class is: 12. (5) Reactant: [CH3:1][C:2]1[O:6][C:5]([C:7]2[CH:14]=[CH:13][C:10]([CH:11]=O)=[CH:9][CH:8]=2)=[N:4][N:3]=1.[OH-:15].[K+].C(Br)(Br)Br.[OH-].[K+].[CH:23]1([CH2:26][OH:27])[CH2:25][CH2:24]1.C1([CH2:31][OH:32])CC1. Product: [CH:23]1([CH2:26][O:27][CH:11]([C:10]2[CH:13]=[CH:14][C:7]([C:5]3[O:6][C:2]([CH3:1])=[N:3][N:4]=3)=[CH:8][CH:9]=2)[C:31]([OH:32])=[O:15])[CH2:25][CH2:24]1. The catalyst class is: 12. (6) Reactant: Br[C:2]1[C:3]2[CH:14]=[C:13]([C:15]([O:17]CC)=[O:16])[S:12][C:4]=2[N:5]([CH:7]([O:9][CH2:10][CH3:11])[CH3:8])[N:6]=1.[CH3:20][O:21][C:22]1[CH:30]=[CH:29][C:25]([C:26]([NH2:28])=[O:27])=[CH:24][CH:23]=1.P([O-])([O-])([O-])=O.[K+].[K+].[K+].CNCCNC. Product: [CH2:10]([O:9][CH:7]([N:5]1[C:4]2[S:12][C:13]([C:15]([OH:17])=[O:16])=[CH:14][C:3]=2[C:2]([NH:28][C:26](=[O:27])[C:25]2[CH:24]=[CH:23][C:22]([O:21][CH3:20])=[CH:30][CH:29]=2)=[N:6]1)[CH3:8])[CH3:11]. The catalyst class is: 321. (7) Reactant: [CH2:1]([O:3][C:4]1[CH:9]=[CH:8][C:7]([O:10][CH3:11])=[CH:6][C:5]=1[C:12]1(O)[C:20]2[C:15](=[CH:16][CH:17]=[C:18]([C:21]#[N:22])[CH:19]=2)[NH:14][C:13]1=[O:23])[CH3:2].N1C=CC=CC=1.O=S(Cl)[Cl:33].O. The catalyst class is: 2. Product: [Cl:33][C:12]1([C:5]2[CH:6]=[C:7]([O:10][CH3:11])[CH:8]=[CH:9][C:4]=2[O:3][CH2:1][CH3:2])[C:20]2[C:15](=[CH:16][CH:17]=[C:18]([C:21]#[N:22])[CH:19]=2)[NH:14][C:13]1=[O:23]. (8) The catalyst class is: 6. Reactant: [C:1]1(=[O:16])[C:10]2[C:5]3=[C:6]([C:11](=O)[CH2:12][CH2:13][N:4]3[C:3](=[O:15])[NH:2]1)[CH:7]=[CH:8][CH:9]=2.Cl.[NH2:18][OH:19].O.O.O.C([O-])(=O)C.[Na+].C(O)C. Product: [C:1]1(=[O:16])[C:10]2[C:5]3=[C:6]([C:11](=[N:18][OH:19])[CH2:12][CH2:13][N:4]3[C:3](=[O:15])[NH:2]1)[CH:7]=[CH:8][CH:9]=2. (9) Reactant: Cl[C:2]1[C:11]2=[N:12][N:13](CC3C=CC(OC)=CC=3)[CH:14]=[C:10]2[C:9]2[CH:8]=[C:7]([O:24][CH3:25])[CH:6]=[CH:5][C:4]=2[N:3]=1.[NH2:26][C:27]1[CH:28]=[C:29]([CH:33]=[CH:34][CH:35]=1)[C:30](=[NH:32])[NH2:31].Cl. Product: [CH3:25][O:24][C:7]1[CH:6]=[CH:5][C:4]2[N:3]=[C:2]([NH:26][C:27]3[CH:28]=[C:29]([CH:33]=[CH:34][CH:35]=3)[C:30]([NH2:32])=[NH:31])[C:11]3=[N:12][NH:13][CH:14]=[C:10]3[C:9]=2[CH:8]=1. The catalyst class is: 71. (10) Reactant: [H-].[Al+3].[Li+].[H-].[H-].[H-].[CH:7]1([CH2:10][N:11]2[C:15]3[CH:16]=[CH:17][C:18]([S:20]([C:23]([CH3:29])([CH3:28])[C:24](OC)=[O:25])(=[O:22])=[O:21])=[CH:19][C:14]=3[N:13]=[C:12]2[CH2:30][C:31]([CH3:34])([CH3:33])[CH3:32])[CH2:9][CH2:8]1.[F-].[K+].O.O.O.O.O.O.O.O.O.O.S([O-])([O-])(=O)=O.[Na+].[Na+]. Product: [CH:7]1([CH2:10][N:11]2[C:15]3[CH:16]=[CH:17][C:18]([S:20]([C:23]([CH3:28])([CH3:29])[CH2:24][OH:25])(=[O:22])=[O:21])=[CH:19][C:14]=3[N:13]=[C:12]2[CH2:30][C:31]([CH3:34])([CH3:33])[CH3:32])[CH2:8][CH2:9]1. The catalyst class is: 7.